Predict the reactants needed to synthesize the given product. From a dataset of Full USPTO retrosynthesis dataset with 1.9M reactions from patents (1976-2016). (1) Given the product [CH:1]1([CH2:4][N:5]([C:6]2[CH:11]=[CH:10][C:9]([N+:12]([O-:14])=[O:13])=[C:8]([C:15]([F:16])([F:17])[F:18])[CH:7]=2)[CH2:20][CH2:21][CH2:22][OH:23])[CH2:3][CH2:2]1, predict the reactants needed to synthesize it. The reactants are: [CH:1]1([CH2:4][NH:5][C:6]2[CH:11]=[CH:10][C:9]([N+:12]([O-:14])=[O:13])=[C:8]([C:15]([F:18])([F:17])[F:16])[CH:7]=2)[CH2:3][CH2:2]1.Br[CH2:20][CH2:21][CH2:22][O:23][Si](C(C)(C)C)(C)C. (2) Given the product [NH:17]1[C:18]2[C:14](=[CH:13][C:12]([C:10]3[O:8][N:7]=[C:6]([C:4]([O:3][CH2:2][CH3:1])=[O:5])[CH:11]=3)=[CH:20][CH:19]=2)[CH:15]=[N:16]1, predict the reactants needed to synthesize it. The reactants are: [CH3:1][CH2:2][O:3][C:4](/[C:6](/Cl)=[N:7]\[OH:8])=[O:5].[C:10]([C:12]1[CH:13]=[C:14]2[C:18](=[CH:19][CH:20]=1)[NH:17][N:16]=[CH:15]2)#[CH:11].C(N(CC)CC)C. (3) Given the product [ClH:28].[CH2:1]([NH:8][C:9]1[N:13]([CH2:14][CH3:15])[C:12]2[CH:16]=[CH:17][C:18]([N:20]([CH3:21])[C:22]3[CH:27]=[CH:26][N:25]=[C:24]([NH:29][C:30]4[CH:35]=[CH:34][C:33]([CH2:36][S:37]([NH2:40])(=[O:38])=[O:39])=[CH:32][CH:31]=4)[N:23]=3)=[CH:19][C:11]=2[N:10]=1)[C:2]1[CH:7]=[CH:6][CH:5]=[CH:4][CH:3]=1, predict the reactants needed to synthesize it. The reactants are: [CH2:1]([NH:8][C:9]1[N:13]([CH2:14][CH3:15])[C:12]2[CH:16]=[CH:17][C:18]([N:20]([C:22]3[CH:27]=[CH:26][N:25]=[C:24]([Cl:28])[N:23]=3)[CH3:21])=[CH:19][C:11]=2[N:10]=1)[C:2]1[CH:7]=[CH:6][CH:5]=[CH:4][CH:3]=1.[NH2:29][C:30]1[CH:35]=[CH:34][C:33]([CH2:36][S:37]([NH2:40])(=[O:39])=[O:38])=[CH:32][CH:31]=1. (4) Given the product [Br:1][C:2]1[CH:3]=[CH:4][C:5]2[O:10][C:12]([C:13]([O:15][CH2:16][CH3:17])=[O:14])=[CH:7][C:6]=2[CH:9]=1, predict the reactants needed to synthesize it. The reactants are: [Br:1][C:2]1[CH:9]=[C:6]([CH:7]=O)[C:5]([OH:10])=[CH:4][CH:3]=1.Br[CH:12](C(OCC)=O)[C:13]([O:15][CH2:16][CH3:17])=[O:14].C(=O)([O-])[O-].[K+].[K+]. (5) The reactants are: Cl.Cl[C:3]1[C:12]2[C:7](=[CH:8][C:9]([O:15][CH3:16])=[C:10]([O:13][CH3:14])[CH:11]=2)[N:6]=[N:5][CH:4]=1.[Cl:17][C:18]1[C:24]([OH:25])=[CH:23][C:21]([NH2:22])=[C:20]([F:26])[CH:19]=1. Given the product [Cl:17][C:18]1[C:24]([OH:25])=[CH:23][C:21]([NH:22][C:3]2[C:12]3[C:7](=[CH:8][C:9]([O:15][CH3:16])=[C:10]([O:13][CH3:14])[CH:11]=3)[N:6]=[N:5][CH:4]=2)=[C:20]([F:26])[CH:19]=1, predict the reactants needed to synthesize it. (6) Given the product [C:2]([O-:14])(=[O:13])[CH2:3][C:4]([CH2:9][C:10]([O-:12])=[O:11])([C:6]([O-:8])=[O:7])[OH:5].[CH3:15][NH+:16]([CH3:18])[CH3:17].[CH3:15][NH+:16]([CH3:18])[CH3:17].[CH3:15][NH+:16]([CH3:18])[CH3:17], predict the reactants needed to synthesize it. The reactants are: O.[C:2]([OH:14])(=[O:13])[CH2:3][C:4]([CH2:9][C:10]([OH:12])=[O:11])([C:6]([OH:8])=[O:7])[OH:5].[CH3:15][N:16]([CH3:18])[CH3:17]. (7) The reactants are: [CH3:1][NH:2][CH3:3].Cl[C:5]1[N:15]=[C:14]([C:16]([F:19])([F:18])[F:17])[CH:13]=[C:12]([CH3:20])[C:6]=1[C:7]([O:9][CH2:10][CH3:11])=[O:8]. Given the product [CH3:1][N:2]([CH3:3])[C:5]1[N:15]=[C:14]([C:16]([F:19])([F:18])[F:17])[CH:13]=[C:12]([CH3:20])[C:6]=1[C:7]([O:9][CH2:10][CH3:11])=[O:8], predict the reactants needed to synthesize it. (8) Given the product [F:33][C:32]([F:34])=[CH:31][CH2:30][CH2:29][O:18][C:14]1[CH:15]=[CH:16][CH:17]=[C:12]([C:11]#[C:10][C:7]2[CH:6]=[CH:5][C:4]([O:3][CH:2]([F:19])[F:1])=[CH:9][CH:8]=2)[CH:13]=1, predict the reactants needed to synthesize it. The reactants are: [F:1][CH:2]([F:19])[O:3][C:4]1[CH:9]=[CH:8][C:7]([C:10]#[C:11][C:12]2[CH:13]=[C:14]([OH:18])[CH:15]=[CH:16][CH:17]=2)=[CH:6][CH:5]=1.C(=O)([O-])[O-].[K+].[K+].[I-].[Na+].Br[CH2:29][CH2:30][CH:31]=[C:32]([F:34])[F:33].